This data is from Full USPTO retrosynthesis dataset with 1.9M reactions from patents (1976-2016). The task is: Predict the reactants needed to synthesize the given product. (1) Given the product [CH3:27][O:26][C:22]1[C:21]([O:28][CH3:29])=[C:20]2[C:25]([C:16]([NH:14][CH:13]3[CH2:12][CH2:11][O:10][CH:9]3[CH3:8])=[N:17][CH:18]=[N:19]2)=[CH:24][CH:23]=1, predict the reactants needed to synthesize it. The reactants are: FC(F)(F)C(O)=O.[CH3:8][CH:9]1[CH:13]([NH2:14])[CH2:12][CH2:11][O:10]1.Cl[C:16]1[C:25]2[C:20](=[C:21]([O:28][CH3:29])[C:22]([O:26][CH3:27])=[CH:23][CH:24]=2)[N:19]=[CH:18][N:17]=1.CCN(C(C)C)C(C)C. (2) The reactants are: [CH3:1][O:2][C:3](=[O:12])[C:4]1[CH:9]=[C:8](Br)[C:7]([Cl:11])=[N:6][CH:5]=1.[Cl:13][C:14]1[CH:19]=[CH:18][C:17](B(O)O)=[CH:16][CH:15]=1.C(=O)([O-])[O-].[Na+].[Na+]. Given the product [CH3:1][O:2][C:3](=[O:12])[C:4]1[CH:9]=[C:8]([C:17]2[CH:18]=[CH:19][C:14]([Cl:13])=[CH:15][CH:16]=2)[C:7]([Cl:11])=[N:6][CH:5]=1, predict the reactants needed to synthesize it. (3) Given the product [OH:3][CH2:4][C@@H:6]1[C@H:12]([C:13]2[CH:18]=[CH:17][C:16]([Cl:19])=[C:15]([Cl:20])[CH:14]=2)[CH2:11][C@@H:10]2[N:21]([CH3:22])[C@H:7]1[CH2:8][CH2:9]2, predict the reactants needed to synthesize it. The reactants are: C([O:3][C:4]([C@@H:6]1[C@H:12]([C:13]2[CH:18]=[CH:17][C:16]([Cl:19])=[C:15]([Cl:20])[CH:14]=2)[CH2:11][C@@H:10]2[N:21]([CH3:22])[C@H:7]1[CH2:8][CH2:9]2)=O)C.[H-].[Al+3].[Li+].[H-].[H-].[H-]. (4) Given the product [CH3:1][CH2:2][C@@H:3]([C:5]([O:7][C@@H:8]1[C@@H:13]2[C@@H:14]([CH2:19][CH2:20][C@@H:21]([OH:30])[CH2:22][C@@H:23]([OH:28])[CH2:24][C:25]([OH:27])=[O:26])[C@@H:15]([CH3:18])[CH:16]=[CH:17][C:12]2=[CH:11][C@H:10]([CH3:29])[CH2:9]1)=[O:6])[CH3:4], predict the reactants needed to synthesize it. The reactants are: [CH3:1][CH2:2][C@@H:3]([C:5]([O:7][C@@H:8]1[C@@H:13]2[C@@H:14]([CH2:19][CH2:20][C@H:21]3[O:27][C:25](=[O:26])[CH2:24][C@H:23]([OH:28])[CH2:22]3)[C@@H:15]([CH3:18])[CH:16]=[CH:17][C:12]2=[CH:11][C@H:10]([CH3:29])[CH2:9]1)=[O:6])[CH3:4].[OH:30]C(CCO)CC(O)=O.